From a dataset of Reaction yield outcomes from USPTO patents with 853,638 reactions. Predict the reaction yield, written as a fraction of the theoretical maximum amount of product (1.0 means a 100% yield; for example, 0.34 means a 34% yield). (1) The reactants are C(S)C.[Li]CCCC.Cl.[N:10]1([CH2:16][CH2:17][O:18][C:19]2[CH:45]=[CH:44][C:22]([O:23][C:24]3[C:33]4[C:28](=[CH:29][C:30]([O:34]C)=[CH:31][CH:32]=4)[CH:27]=[CH:26][C:25]=3[C:36]3[CH:41]=[CH:40][CH:39]=[C:38]([O:42][CH3:43])[CH:37]=3)=[CH:21][CH:20]=2)[CH2:15][CH2:14][CH2:13][CH2:12][CH2:11]1.[Li]SCC. The catalyst is CN(C=O)C.CCCCCC.[Li]. The product is [N:10]1([CH2:16][CH2:17][O:18][C:19]2[CH:20]=[CH:21][C:22]([O:23][C:24]3[C:33]4[C:28](=[CH:29][C:30]([OH:34])=[CH:31][CH:32]=4)[CH:27]=[CH:26][C:25]=3[C:36]3[CH:41]=[CH:40][CH:39]=[C:38]([O:42][CH3:43])[CH:37]=3)=[CH:44][CH:45]=2)[CH2:15][CH2:14][CH2:13][CH2:12][CH2:11]1. The yield is 0.530. (2) The yield is 0.140. The catalyst is O1CCOCC1. The product is [NH2:17][C:12]1[N:11]=[C:10]([O:18][CH2:19][CH2:20][O:21][CH3:22])[N:9]=[C:8]2[C:13]=1[N:14]=[C:15]([OH:16])[N:7]2[CH2:6][C:5]1[CH:4]=[C:3]([CH2:2][P:29]([CH3:33])(=[O:30])[O:28][CH2:26][CH3:27])[CH:25]=[CH:24][CH:23]=1. The reactants are Br[CH2:2][C:3]1[CH:4]=[C:5]([CH:23]=[CH:24][CH:25]=1)[CH2:6][N:7]1[C:15]([OH:16])=[N:14][C:13]2[C:8]1=[N:9][C:10]([O:18][CH2:19][CH2:20][O:21][CH3:22])=[N:11][C:12]=2[NH2:17].[CH2:26]([O:28][P:29]([CH3:33])[O:30]CC)[CH3:27]. (3) The reactants are [CH3:1][O:2][C:3]1[CH:4]=[C:5]2[C:10](=[CH:11][C:12]=1[O:13][CH3:14])[N:9]=[CH:8][N:7]=[C:6]2[CH:15]1[CH2:20][CH2:19][N:18]([C:21](Cl)=[O:22])[CH2:17][CH2:16]1.[CH3:24][O:25][CH2:26][CH2:27][O:28][C:29]1[CH:34]=[CH:33][C:32]([NH2:35])=[CH:31][CH:30]=1.C(N(CC)CC)C. The catalyst is CS(C)=O. The product is [CH3:24][O:25][CH2:26][CH2:27][O:28][C:29]1[CH:34]=[CH:33][C:32]([NH:35][C:21]([N:18]2[CH2:19][CH2:20][CH:15]([C:6]3[C:5]4[C:10](=[CH:11][C:12]([O:13][CH3:14])=[C:3]([O:2][CH3:1])[CH:4]=4)[N:9]=[CH:8][N:7]=3)[CH2:16][CH2:17]2)=[O:22])=[CH:31][CH:30]=1. The yield is 0.230. (4) The reactants are [Br:1][C:2]1[CH:7]=[C:6]([F:8])[CH:5]=[CH:4][C:3]=1[CH:9]1[C:14]([C:15]([O:17][CH2:18][CH3:19])=[O:16])=[C:13]([CH2:20][N:21]2[CH2:26][CH2:25][O:24][CH2:23][CH:22]2[C:27](=[O:35])[NH:28][CH2:29][C:30]([O:32]CC)=[O:31])[NH:12][C:11]([C:36]2[S:37][CH:38]=[CH:39][N:40]=2)=[N:10]1.[OH-].[Na+]. The catalyst is C(O)C.O. The product is [Br:1][C:2]1[CH:7]=[C:6]([F:8])[CH:5]=[CH:4][C:3]=1[CH:9]1[N:10]=[C:11]([C:36]2[S:37][CH:38]=[CH:39][N:40]=2)[NH:12][C:13]([CH2:20][N:21]2[CH2:26][CH2:25][O:24][CH2:23][CH:22]2[C:27]([NH:28][CH2:29][C:30]([OH:32])=[O:31])=[O:35])=[C:14]1[C:15]([O:17][CH2:18][CH3:19])=[O:16]. The yield is 0.740. (5) The reactants are Cl.[NH2:2][CH:3]([CH:7]1[CH2:11][CH2:10][O:9][CH2:8]1)[C:4]([OH:6])=[O:5].[C:12](O[C:12]([O:14][C:15]([CH3:18])([CH3:17])[CH3:16])=[O:13])([O:14][C:15]([CH3:18])([CH3:17])[CH3:16])=[O:13].[OH-].[Na+].Cl. The catalyst is C1COCC1.O. The product is [C:15]([O:14][C:12]([NH:2][CH:3]([CH:7]1[CH2:11][CH2:10][O:9][CH2:8]1)[C:4]([OH:6])=[O:5])=[O:13])([CH3:18])([CH3:17])[CH3:16]. The yield is 0.800.